This data is from Full USPTO retrosynthesis dataset with 1.9M reactions from patents (1976-2016). The task is: Predict the reactants needed to synthesize the given product. (1) Given the product [CH3:1][C:2]1[C:6]([C:7]([OH:9])=[O:8])=[CH:5][O:4][N:3]=1, predict the reactants needed to synthesize it. The reactants are: [CH3:1][C:2]1[C:6]([C:7]([O:9]CC)=[O:8])=[CH:5][O:4][N:3]=1.O. (2) Given the product [NH:8]1[C@H:12]([C:13]#[N:14])[CH2:11][CH2:10][C@@H:9]1[C:15]#[N:16], predict the reactants needed to synthesize it. The reactants are: C1(C(C2C=CC=CC=2)[N:8]2[C@H:12]([C:13]#[N:14])[CH2:11][CH2:10][C@@H:9]2[C:15]#[N:16])C=CC=CC=1.C([SiH](CC)CC)C.C1(OC)C=CC=CC=1.C(O)(C(F)(F)F)=O. (3) Given the product [CH3:1][O:2][C:3]1[N:8]=[C:7]([O:9][CH:10]2[CH2:27][CH:26]3[CH:12]([C:13](=[O:33])[N:14]([CH3:32])[CH2:15][CH2:16][CH2:17][CH2:18][CH:19]=[CH:20][CH:21]4[C:23]([C:29]([NH:57][S:54]([CH:51]5[CH2:53][CH2:52]5)(=[O:56])=[O:55])=[O:31])([NH:24][C:25]3=[O:28])[CH2:22]4)[CH2:11]2)[CH:6]=[C:5]([C:34]2[CH:39]=[CH:38][CH:37]=[CH:36][CH:35]=2)[N:4]=1, predict the reactants needed to synthesize it. The reactants are: [CH3:1][O:2][C:3]1[N:8]=[C:7]([O:9][CH:10]2[CH2:27][CH:26]3[CH:12]([C:13](=[O:33])[N:14]([CH3:32])[CH2:15][CH2:16][CH2:17][CH2:18][CH:19]=[CH:20][CH:21]4[C:23]([C:29]([OH:31])=O)([NH:24][C:25]3=[O:28])[CH2:22]4)[CH2:11]2)[CH:6]=[C:5]([C:34]2[CH:39]=[CH:38][CH:37]=[CH:36][CH:35]=2)[N:4]=1.CCN=C=NCCCN(C)C.[CH:51]1([S:54]([NH2:57])(=[O:56])=[O:55])[CH2:53][CH2:52]1.C1CCN2C(=NCCC2)CC1.C(O)(=O)CC(CC(O)=O)(C(O)=O)O. (4) Given the product [CH2:24]([N:31]1[CH2:35][CH2:36][C:14]([C:4]2[N:3]=[C:2]([Cl:1])[N:7]=[C:6]([N:8]3[CH2:9][CH2:10][O:11][CH2:12][CH2:13]3)[CH:5]=2)([S:15]([CH:18]2[CH2:19][CH2:20]2)(=[O:17])=[O:16])[CH2:33][CH2:32]1)[C:25]1[CH:30]=[CH:29][CH:28]=[CH:27][CH:26]=1, predict the reactants needed to synthesize it. The reactants are: [Cl:1][C:2]1[N:7]=[C:6]([N:8]2[CH2:13][CH2:12][O:11][CH2:10][CH2:9]2)[CH:5]=[C:4]([CH2:14][S:15]([CH:18]2[CH2:20][CH2:19]2)(=[O:17])=[O:16])[N:3]=1.[H-].[Na+].Cl.[CH2:24]([N:31]([CH2:35][CH2:36]Cl)[CH2:32][CH2:33]Cl)[C:25]1[CH:30]=[CH:29][CH:28]=[CH:27][CH:26]=1. (5) Given the product [Cl:16][C:14]1[C:13]([Cl:17])=[CH:12][C:9]2[N:10]([CH3:11])[C:6]([C:3]([OH:5])([CH3:4])[CH2:2][S:20][CH2:18][CH3:19])=[N:7][C:8]=2[CH:15]=1, predict the reactants needed to synthesize it. The reactants are: Cl[CH2:2][C:3]([C:6]1[N:10]([CH3:11])[C:9]2[CH:12]=[C:13]([Cl:17])[C:14]([Cl:16])=[CH:15][C:8]=2[N:7]=1)([OH:5])[CH3:4].[CH2:18]([SH:20])[CH3:19].C[O-].[Na+]. (6) Given the product [Br:4][C:5]1[CH:6]=[C:7]2[C:11](=[C:12]([C:14]([NH2:27])=[O:15])[CH:13]=1)[NH:10][CH:9]=[C:8]2[CH2:17][CH:18]1[CH2:23][CH2:22][CH2:21][S:20](=[O:25])(=[O:24])[CH2:19]1, predict the reactants needed to synthesize it. The reactants are: N.CO.[Br:4][C:5]1[CH:6]=[C:7]2[C:11](=[C:12]([C:14](O)=[O:15])[CH:13]=1)[NH:10][CH:9]=[C:8]2[CH2:17][CH:18]1[CH2:23][CH2:22][CH2:21][S:20](=[O:25])(=[O:24])[CH2:19]1.C[N:27](C(ON1N=NC2C=CC=CC1=2)=[N+](C)C)C.[B-](F)(F)(F)F. (7) Given the product [CH3:1][O:2][C:3](=[O:13])[C@H:4]([O:12][S:22]([CH3:21])(=[O:24])=[O:23])[CH2:5][C:6]1[CH:11]=[CH:10][CH:9]=[CH:8][CH:7]=1, predict the reactants needed to synthesize it. The reactants are: [CH3:1][O:2][C:3](=[O:13])[C@H:4]([OH:12])[CH2:5][C:6]1[CH:11]=[CH:10][CH:9]=[CH:8][CH:7]=1.C(N(CC)CC)C.[CH3:21][S:22](Cl)(=[O:24])=[O:23]. (8) The reactants are: [CH3:1][O:2][C:3]1[CH:12]=[CH:11][C:10]2[C:5](=[CH:6][CH:7]=[C:8]([C:13]3[CH2:18][CH2:17][CH:16]([CH2:19][CH2:20][CH3:21])[CH2:15][CH:14]=3)[CH:9]=2)[CH:4]=1.[H][H]. Given the product [CH3:1][O:2][C:3]1[CH:12]=[CH:11][C:10]2[C:5](=[CH:6][CH:7]=[C:8]([C@H:13]3[CH2:18][CH2:17][C@H:16]([CH2:19][CH2:20][CH3:21])[CH2:15][CH2:14]3)[CH:9]=2)[CH:4]=1, predict the reactants needed to synthesize it. (9) Given the product [F:17][C:2]([F:1])([F:16])[C:3]([CH2:6][C:7]1[CH:12]=[CH:11][CH:10]=[CH:9][C:8]=1[O:13][CH3:14])([OH:15])[CH:4]=[N:30][C:22]1[CH:21]=[CH:20][C:19]([F:18])=[C:28]2[C:23]=1[CH:24]=[N:25][C:26]([CH3:29])=[N:27]2, predict the reactants needed to synthesize it. The reactants are: [F:1][C:2]([F:17])([F:16])[C:3]([OH:15])([CH2:6][C:7]1[CH:12]=[CH:11][CH:10]=[CH:9][C:8]=1[O:13][CH3:14])[CH:4]=O.[F:18][C:19]1[CH:20]=[CH:21][C:22]([NH2:30])=[C:23]2[C:28]=1[N:27]=[C:26]([CH3:29])[N:25]=[CH:24]2.